Dataset: Full USPTO retrosynthesis dataset with 1.9M reactions from patents (1976-2016). Task: Predict the reactants needed to synthesize the given product. (1) Given the product [Cl:1][C:2]1[C:3]([CH3:33])=[C:4]([N:8]([S:23]([C:26]2[CH:31]=[CH:30][C:29]([CH3:32])=[CH:28][CH:27]=2)(=[O:24])=[O:25])[CH2:9][C:10]([NH:12][CH2:13][C:14]2[CH:15]=[CH:16][C:17]([C:18]([NH2:42])=[O:20])=[CH:21][CH:22]=2)=[O:11])[CH:5]=[CH:6][CH:7]=1, predict the reactants needed to synthesize it. The reactants are: [Cl:1][C:2]1[C:3]([CH3:33])=[C:4]([N:8]([S:23]([C:26]2[CH:31]=[CH:30][C:29]([CH3:32])=[CH:28][CH:27]=2)(=[O:25])=[O:24])[CH2:9][C:10]([NH:12][CH2:13][C:14]2[CH:22]=[CH:21][C:17]([C:18]([OH:20])=O)=[CH:16][CH:15]=2)=[O:11])[CH:5]=[CH:6][CH:7]=1.[Cl-].[NH4+].C1C=CC2N(O)N=[N:42]C=2C=1.CCN=C=NCCCN(C)C. (2) Given the product [F:3][C:4]1[C:5]([O:25][CH3:26])=[CH:6][C:7]([CH2:20][C:21]([F:22])([F:24])[F:23])=[C:8]([C:10]2[N:15]=[CH:14][C:13]3[C:16]([I:19])=[N:17][N:18]([CH2:34][O:33][CH2:32][CH2:31][Si:28]([CH3:30])([CH3:29])[CH3:27])[C:12]=3[CH:11]=2)[CH:9]=1, predict the reactants needed to synthesize it. The reactants are: [H-].[Na+].[F:3][C:4]1[C:5]([O:25][CH3:26])=[CH:6][C:7]([CH2:20][C:21]([F:24])([F:23])[F:22])=[C:8]([C:10]2[N:15]=[CH:14][C:13]3[C:16]([I:19])=[N:17][NH:18][C:12]=3[CH:11]=2)[CH:9]=1.[CH3:27][Si:28]([CH2:31][CH2:32][O:33][CH2:34]Cl)([CH3:30])[CH3:29].